Dataset: Reaction yield outcomes from USPTO patents with 853,638 reactions. Task: Predict the reaction yield, written as a fraction of the theoretical maximum amount of product (1.0 means a 100% yield; for example, 0.34 means a 34% yield). (1) The reactants are [CH3:1][C:2]1[CH:7]=[CH:6][CH:5]=[C:4]([CH3:8])[C:3]=1[C:9]1[C:17]2[O:16][CH:15]([CH2:18][NH2:19])[CH2:14][C:13]=2[CH:12]=[CH:11][CH:10]=1.C(N(C(C)C)CC)(C)C.Cl[C:30]([O:32][CH2:33][C:34]1[CH:39]=[CH:38][CH:37]=[CH:36][CH:35]=1)=[O:31].C1(C2C3OC(CNC(=O)OCC4C=CC=CC=4)CC=3C=CC=2)CCCC1. No catalyst specified. The product is [CH2:33]([O:32][C:30](=[O:31])[NH:19][CH2:18][CH:15]1[CH2:14][C:13]2[CH:12]=[CH:11][CH:10]=[C:9]([C:3]3[C:4]([CH3:8])=[CH:5][CH:6]=[CH:7][C:2]=3[CH3:1])[C:17]=2[O:16]1)[C:34]1[CH:39]=[CH:38][CH:37]=[CH:36][CH:35]=1. The yield is 0.870. (2) The reactants are [F:1][C:2]([F:11])([F:10])[C:3]1[CH:4]=[C:5]([CH:7]=[CH:8][CH:9]=1)[NH2:6].[N:12]([O-])=O.[Na+].[CH3:16][C:17](=[O:22])[CH2:18][C:19](=[O:21])[CH3:20].C([O-])(=O)C.[Na+]. The catalyst is Cl.O.C(O)C. The product is [F:1][C:2]([F:10])([F:11])[C:3]1[CH:4]=[C:5]([NH:6][N:12]=[C:18]([C:17](=[O:22])[CH3:16])[C:19](=[O:21])[CH3:20])[CH:7]=[CH:8][CH:9]=1. The yield is 0.900.